This data is from Catalyst prediction with 721,799 reactions and 888 catalyst types from USPTO. The task is: Predict which catalyst facilitates the given reaction. (1) Reactant: [NH2:1][C:2]1[CH:20]=[CH:19][C:5]2[CH2:6][CH2:7][CH:8]([NH:12][C:13](=[O:18])[C:14]([F:17])([F:16])[F:15])[C:9](=[O:11])[NH:10][C:4]=2[CH:3]=1.CS([C:24]1[N:29]=[CH:28][C:27]2=[CH:30][CH:31]=[C:32]([C:33]3[CH:38]=[CH:37][C:36]([S:39]([CH3:42])(=[O:41])=[O:40])=[CH:35][CH:34]=3)[N:26]2[N:25]=1)=O.[F-].[Cs+].C(N(CC)C(C)C)(C)C. Product: [F:16][C:14]([F:17])([F:15])[C:13]([NH:12][CH:8]1[C:9](=[O:11])[NH:10][C:4]2[CH:3]=[C:2]([NH:1][C:24]3[N:29]=[CH:28][C:27]4=[CH:30][CH:31]=[C:32]([C:33]5[CH:34]=[CH:35][C:36]([S:39]([CH3:42])(=[O:41])=[O:40])=[CH:37][CH:38]=5)[N:26]4[N:25]=3)[CH:20]=[CH:19][C:5]=2[CH2:6][CH2:7]1)=[O:18]. The catalyst class is: 107. (2) Reactant: [CH:1]1([C:4]2[N:5]=[C:6]3[C:12]([C:13]([NH:15][CH2:16][C:17]([CH3:25])([CH3:24])[CH2:18]OS(C)(=O)=O)=[O:14])=[CH:11][N:10]([CH2:26][O:27][CH2:28][CH2:29][Si:30]([CH3:33])([CH3:32])[CH3:31])[C:7]3=[N:8][CH:9]=2)[CH2:3][CH2:2]1.[CH3:34][S-:35].[Na+].C(=O)(O)[O-].[Na+].ClCCl. Product: [CH3:24][C:17]([CH3:25])([CH2:18][S:35][CH3:34])[CH2:16][NH:15][C:13]([C:12]1[C:6]2[C:7](=[N:8][CH:9]=[C:4]([CH:1]3[CH2:3][CH2:2]3)[N:5]=2)[N:10]([CH2:26][O:27][CH2:28][CH2:29][Si:30]([CH3:31])([CH3:32])[CH3:33])[CH:11]=1)=[O:14]. The catalyst class is: 3. (3) Reactant: [CH2:1]([C:3]1[CH:11]=[CH:10][C:6]([C:7]([OH:9])=O)=[CH:5][CH:4]=1)[CH3:2].C(Cl)(=O)C(Cl)=O.[Br:18][C:19]1[CH:24]=[CH:23][C:22]([Cl:25])=[CH:21][C:20]=1[O:26][CH3:27].[Al+3].[Cl-].[Cl-].[Cl-]. Product: [Br:18][C:19]1[C:20]([O:26][CH3:27])=[CH:21][C:22]([Cl:25])=[C:23]([C:7]([C:6]2[CH:5]=[CH:4][C:3]([CH2:1][CH3:2])=[CH:11][CH:10]=2)=[O:9])[CH:24]=1. The catalyst class is: 120.